Dataset: Forward reaction prediction with 1.9M reactions from USPTO patents (1976-2016). Task: Predict the product of the given reaction. (1) Given the reactants [OH:1][C:2]1[C:7]([N+:8]([O-])=O)=[CH:6][CH:5]=[C:4]([Cl:11])[C:3]=1[S:12]([NH2:15])(=[O:14])=[O:13], predict the reaction product. The product is: [OH:1][C:2]1[C:7]([NH2:8])=[CH:6][CH:5]=[C:4]([Cl:11])[C:3]=1[S:12]([NH2:15])(=[O:14])=[O:13]. (2) Given the reactants [OH:1][C:2]1[CH:11]=[C:10]2[C:5]([CH:6]=[C:7]([S:16](Cl)(=[O:18])=[O:17])[CH:8]=[C:9]2[S:12](Cl)(=[O:14])=[O:13])=[CH:4][CH:3]=1.[Cl:20][C:21]1[CH:27]=[CH:26][C:25]([Cl:28])=[CH:24][C:22]=1[NH2:23], predict the reaction product. The product is: [Cl:20][C:21]1[CH:27]=[CH:26][C:25]([Cl:28])=[CH:24][C:22]=1[NH:23][S:12]([C:9]1[C:10]2[C:5](=[CH:4][CH:3]=[C:2]([OH:1])[CH:11]=2)[CH:6]=[C:7]([S:16]([NH:23][C:22]2[CH:24]=[C:25]([Cl:28])[CH:26]=[CH:27][C:21]=2[Cl:20])(=[O:18])=[O:17])[CH:8]=1)(=[O:14])=[O:13]. (3) Given the reactants [Cl:1][C:2]1[CH:3]=[CH:4][C:5]([O:10][CH:11]2[CH2:20][CH2:19][C:14]3([O:18][CH2:17][CH2:16][O:15]3)[CH2:13][CH2:12]2)=[C:6]([CH:9]=1)[CH:7]=O.C(OC([N:28]1CCC(COC2C=CC(I)=CC=2C=O)[CH2:30][CH2:29]1)=O)(C)(C)C.[CH3:45][Si:46](N[Si](C)(C)C)([CH3:48])[CH3:47].C([Li])CCC.C[Si](Cl)(C)C.C(N(CC)CC)C.C(Cl)(=[O:73])C, predict the reaction product. The product is: [Cl:1][C:2]1[CH:3]=[CH:4][C:5]([O:10][CH:11]2[CH2:20][CH2:19][C:14]3([O:18][CH2:17][CH2:16][O:15]3)[CH2:13][CH2:12]2)=[C:6]([CH:7]=[N:28][C:29]([O:73][Si:46]([CH3:48])([CH3:47])[CH3:45])=[CH2:30])[CH:9]=1. (4) Given the reactants Cl.[CH2:2]([C:4]1[CH:9]=[C:8]([C:10]2[N:14]=[C:13]([C:15]3[CH:20]=[C:19]([CH3:21])[N:18]=[C:17]([NH:22][CH:23]([CH3:25])[CH3:24])[N:16]=3)[O:12][N:11]=2)[CH:7]=[C:6]([CH3:26])[C:5]=1[CH2:27][CH2:28][C:29](O)=[O:30])[CH3:3].CCN(C(C)C)C(C)C.CN(C(ON1N=NC2C=CC=CC1=2)=[N+](C)C)C.[B-](F)(F)(F)F.[C:63]([NH:70][CH2:71][CH2:72][NH2:73])([O:65][C:66]([CH3:69])([CH3:68])[CH3:67])=[O:64], predict the reaction product. The product is: [C:66]([O:65][C:63](=[O:64])[NH:70][CH2:71][CH2:72][NH:73][C:29](=[O:30])[CH2:28][CH2:27][C:5]1[C:6]([CH3:26])=[CH:7][C:8]([C:10]2[N:14]=[C:13]([C:15]3[CH:20]=[C:19]([CH3:21])[N:18]=[C:17]([NH:22][CH:23]([CH3:25])[CH3:24])[N:16]=3)[O:12][N:11]=2)=[CH:9][C:4]=1[CH2:2][CH3:3])([CH3:67])([CH3:68])[CH3:69].